Dataset: NCI-60 drug combinations with 297,098 pairs across 59 cell lines. Task: Regression. Given two drug SMILES strings and cell line genomic features, predict the synergy score measuring deviation from expected non-interaction effect. Cell line: SF-268. Drug 2: CC1C(C(CC(O1)OC2CC(CC3=C2C(=C4C(=C3O)C(=O)C5=C(C4=O)C(=CC=C5)OC)O)(C(=O)CO)O)N)O.Cl. Drug 1: CC1=C2C(C(=O)C3(C(CC4C(C3C(C(C2(C)C)(CC1OC(=O)C(C(C5=CC=CC=C5)NC(=O)C6=CC=CC=C6)O)O)OC(=O)C7=CC=CC=C7)(CO4)OC(=O)C)O)C)OC(=O)C. Synergy scores: CSS=37.6, Synergy_ZIP=-7.75, Synergy_Bliss=-4.58, Synergy_Loewe=-2.98, Synergy_HSA=-0.942.